This data is from Catalyst prediction with 721,799 reactions and 888 catalyst types from USPTO. The task is: Predict which catalyst facilitates the given reaction. (1) Reactant: C([O:4][CH2:5][C:6]1[C:11]([N:12]2[CH2:24][CH2:23][N:15]3[C:16]4[CH2:17][CH2:18][CH2:19][CH2:20][C:21]=4[CH:22]=[C:14]3[C:13]2=[O:25])=[CH:10][CH:9]=[CH:8][C:7]=1[C:26]1[CH:31]=[C:30]([NH:32][C:33]2[CH:37]=[C:36]([CH2:38][CH3:39])[NH:35][N:34]=2)[C:29](=[O:40])[N:28]([CH3:41])[CH:27]=1)(=O)C.O[Li].O.C1COCC1.C(O)(C)C. Product: [CH2:38]([C:36]1[NH:35][N:34]=[C:33]([NH:32][C:30]2[C:29](=[O:40])[N:28]([CH3:41])[CH:27]=[C:26]([C:7]3[C:6]([CH2:5][OH:4])=[C:11]([N:12]4[CH2:24][CH2:23][N:15]5[C:16]6[CH2:17][CH2:18][CH2:19][CH2:20][C:21]=6[CH:22]=[C:14]5[C:13]4=[O:25])[CH:10]=[CH:9][CH:8]=3)[CH:31]=2)[CH:37]=1)[CH3:39]. The catalyst class is: 6. (2) Reactant: [Br:1][C:2]1[CH:3]=[N:4][C:5](Cl)=[N:6][CH:7]=1.[CH3:9][C:10]1[NH:11][CH:12]=[C:13]([CH3:15])[N:14]=1.C([O-])([O-])=O.[K+].[K+].O. Product: [Br:1][C:2]1[CH:3]=[N:4][C:5]([N:11]2[CH:12]=[C:13]([CH3:15])[N:14]=[C:10]2[CH3:9])=[N:6][CH:7]=1. The catalyst class is: 296. (3) Reactant: [CH3:1][O:2][C:3]([C:5]1[S:9][C:8]2[CH:10]=[C:11]([C:14]([O:16][CH2:17][CH:18]=[CH2:19])=[O:15])[CH:12]=[CH:13][C:7]=2[C:6]=1[S:20][CH2:21][C:22]([O:24][CH3:25])=[O:23])=[O:4].[CH2:26]1[CH2:36][CH2:35][N:34]2[C:29](=NCCC2)[CH2:28][CH2:27]1.Br[CH2:38][C:39]([O:41][CH2:42][CH3:43])=[O:40].C([O-])([O-])=O.[K+].[K+].[NH4+].[Cl-]. Product: [C:39]([CH2:1][O:2][C:3]1[C:5]2[S:9][C:8]3[CH:10]=[C:11]([NH:34][CH:29]4[CH2:28][CH2:27][CH2:26][CH2:36][CH2:35]4)[CH:12]=[CH:13][C:7]=3[C:6]=2[S:20][C:21]=1[C:22]([OH:24])=[O:23])([OH:41])=[O:40].[CH3:25][O:24][C:22]([C:21]1[S:20][C:6]2[C:7]3[CH:13]=[CH:12][C:11]([C:14]([O:16][CH2:17][CH:18]=[CH2:19])=[O:15])=[CH:10][C:8]=3[S:9][C:5]=2[C:3]=1[O:4][CH2:38][C:39]([O:41][CH2:42][CH3:43])=[O:40])=[O:23]. The catalyst class is: 18. (4) Reactant: [Cl-].[Ce+3].[Cl-].[Cl-].[CH2:5]([O:7][CH:8]([O:16][CH2:17][CH3:18])[C:9]1[CH:14]=[CH:13][C:12](Br)=[CH:11][CH:10]=1)[CH3:6].[Mg].BrC(Br)C.[C:24]([O:28][C:29]([N:31]1[CH2:34][CH2:33][C:32]1=O)=[O:30])([CH3:27])([CH3:26])[CH3:25].C(OC(C)(C)C)=[O:37]. Product: [CH2:5]([O:7][CH:8]([O:16][CH2:17][CH3:18])[C:9]1[CH:14]=[CH:13][C:12]([C:33]2([OH:37])[CH2:34][N:31]([C:29]([O:28][C:24]([CH3:27])([CH3:26])[CH3:25])=[O:30])[CH2:32]2)=[CH:11][CH:10]=1)[CH3:6]. The catalyst class is: 7. (5) Reactant: Cl[C:2]1[N:10]=[CH:9][N:8]=[C:7]2[C:3]=1[N:4]=[C:5]([CH2:15][C:16]1[CH:21]=[C:20]([O:22][CH3:23])[CH:19]=[CH:18][C:17]=1[O:24][CH3:25])[N:6]2[CH2:11][CH2:12][CH2:13][CH3:14].[NH4+:26].[OH-]. Product: [CH3:25][O:24][C:17]1[CH:18]=[CH:19][C:20]([O:22][CH3:23])=[CH:21][C:16]=1[CH2:15][C:5]1[N:6]([CH2:11][CH2:12][CH2:13][CH3:14])[C:7]2[C:3]([N:4]=1)=[C:2]([NH2:26])[N:10]=[CH:9][N:8]=2. The catalyst class is: 12. (6) Reactant: [O:1]1[CH2:5][CH2:4][CH:3]([CH2:6][NH2:7])[CH2:2]1.C(N(C(C)C)CC)(C)C.[C:17](Cl)(=[O:26])[O:18][CH2:19][C:20]1[CH:25]=[CH:24][CH:23]=[CH:22][CH:21]=1. Product: [CH2:19]([O:18][C:17](=[O:26])[NH:7][CH2:6][CH:3]1[CH2:4][CH2:5][O:1][CH2:2]1)[C:20]1[CH:25]=[CH:24][CH:23]=[CH:22][CH:21]=1. The catalyst class is: 4.